From a dataset of Forward reaction prediction with 1.9M reactions from USPTO patents (1976-2016). Predict the product of the given reaction. (1) The product is: [OH:6][C@@H:5]([CH2:4][OH:3])[CH2:7][N:8]1[CH2:17][CH2:16][C:15]2[C:14]([N:18]3[CH2:23][CH2:22][O:21][CH2:20][C@@H:19]3[CH3:24])=[N:13][C:12]([C:25]3[CH:30]=[CH:29][C:28]([NH:31][C:32]([NH:34][CH2:35][CH3:36])=[O:33])=[CH:27][CH:26]=3)=[N:11][C:10]=2[CH2:9]1. Given the reactants CC1(C)[O:6][C@H:5]([CH2:7][N:8]2[CH2:17][CH2:16][C:15]3[C:14]([N:18]4[CH2:23][CH2:22][O:21][CH2:20][C@@H:19]4[CH3:24])=[N:13][C:12]([C:25]4[CH:30]=[CH:29][C:28]([NH:31][C:32]([NH:34][CH2:35][CH3:36])=[O:33])=[CH:27][CH:26]=4)=[N:11][C:10]=3[CH2:9]2)[CH2:4][O:3]1.Cl, predict the reaction product. (2) Given the reactants [O:1]=[C:2]1[C:6]2([CH2:11][CH2:10][O:9][CH2:8][CH2:7]2)[CH2:5][CH2:4][N:3]1[C:12]1[CH:17]=[CH:16][C:15]([C@@H:18]2[CH2:23][CH2:22][C@H:21](OS(C)(=O)=O)[CH2:20][CH2:19]2)=[CH:14][CH:13]=1.[CH3:29][C@H:30]1[CH2:35][CH2:34][CH2:33][CH2:32][NH:31]1, predict the reaction product. The product is: [CH3:29][C@H:30]1[CH2:35][CH2:34][CH2:33][CH2:32][N:31]1[CH:21]1[CH2:22][CH2:23][CH:18]([C:15]2[CH:16]=[CH:17][C:12]([N:3]3[CH2:4][CH2:5][C:6]4([CH2:7][CH2:8][O:9][CH2:10][CH2:11]4)[C:2]3=[O:1])=[CH:13][CH:14]=2)[CH2:19][CH2:20]1.